This data is from Forward reaction prediction with 1.9M reactions from USPTO patents (1976-2016). The task is: Predict the product of the given reaction. Given the reactants [C:1]([C:5]1[O:9][N:8]=[C:7]([C:10]2[CH:15]=[C:14](Cl)[C:13]([CH:17]3[CH2:19][CH2:18]3)=[CH:12][N:11]=2)[N:6]=1)([CH3:4])([CH3:3])[CH3:2].[CH2:20]([N:22]1[CH2:26][CH2:25][CH:24]([OH:27])[CH2:23]1)[CH3:21], predict the reaction product. The product is: [C:1]([C:5]1[O:9][N:8]=[C:7]([C:10]2[CH:15]=[C:14]([O:27][CH:24]3[CH2:25][CH2:26][N:22]([CH2:20][CH3:21])[CH2:23]3)[C:13]([CH:17]3[CH2:19][CH2:18]3)=[CH:12][N:11]=2)[N:6]=1)([CH3:4])([CH3:3])[CH3:2].